Dataset: Peptide-MHC class I binding affinity with 185,985 pairs from IEDB/IMGT. Task: Regression. Given a peptide amino acid sequence and an MHC pseudo amino acid sequence, predict their binding affinity value. This is MHC class I binding data. The peptide sequence is WLVHRQWFLD. The MHC is HLA-A32:01 with pseudo-sequence HLA-A32:01. The binding affinity (normalized) is 0.178.